Predict the reactants needed to synthesize the given product. From a dataset of Full USPTO retrosynthesis dataset with 1.9M reactions from patents (1976-2016). (1) Given the product [F:11][C:8]1[CH:9]=[N:10][C:2]([NH:19][CH2:18][C:17]2[CH:20]=[CH:21][C:14]([O:13][CH3:12])=[CH:15][CH:16]=2)=[C:3]([CH:7]=1)[C:4]([NH2:6])=[O:5], predict the reactants needed to synthesize it. The reactants are: Cl[C:2]1[N:10]=[CH:9][C:8]([F:11])=[CH:7][C:3]=1[C:4]([NH2:6])=[O:5].[CH3:12][O:13][C:14]1[CH:21]=[CH:20][C:17]([CH2:18][NH2:19])=[CH:16][CH:15]=1. (2) Given the product [Cl:24][C:23]1[C:18]([CH2:17][CH2:16][C:15]2[CH:44]=[CH:45][CH:46]=[CH:47][C:14]=2[C:11]2([C:8]([NH2:9])=[O:10])[CH2:13][CH2:12]2)=[N:19][C:20]([NH:25][C:26]2[CH:27]=[N:28][N:29]([CH:31]3[CH2:36][CH2:35][NH:34][CH2:33][CH2:32]3)[CH:30]=2)=[N:21][CH:22]=1, predict the reactants needed to synthesize it. The reactants are: C(O)(C(F)(F)F)=O.[C:8]([C:11]1([C:14]2[CH:47]=[CH:46][CH:45]=[CH:44][C:15]=2[CH2:16][CH2:17][C:18]2[C:23]([Cl:24])=[CH:22][N:21]=[C:20]([NH:25][C:26]3[CH:27]=[N:28][N:29]([CH:31]4[CH2:36][CH2:35][N:34](C(OC(C)(C)C)=O)[CH2:33][CH2:32]4)[CH:30]=3)[N:19]=2)[CH2:13][CH2:12]1)(=[O:10])[NH2:9]. (3) Given the product [CH3:3][O:4][C:5]([C:7]1[C:15]2[C:10](=[C:11]([CH3:16])[CH:12]=[CH:13][CH:14]=2)[N:9]([CH2:21][CH2:20][O:19][C:18]([F:31])([F:30])[F:17])[CH:8]=1)=[O:6], predict the reactants needed to synthesize it. The reactants are: [H-].[Na+].[CH3:3][O:4][C:5]([C:7]1[C:15]2[C:10](=[C:11]([CH3:16])[CH:12]=[CH:13][CH:14]=2)[NH:9][CH:8]=1)=[O:6].[F:17][C:18]([F:31])([F:30])[O:19][CH2:20][CH2:21]OS(C(F)(F)F)(=O)=O. (4) Given the product [CH3:1][CH:2]1[CH2:7][CH2:6][CH2:5][CH2:4][CH:3]1[NH:8][C:9]1[C:10]2[N:11]([CH:17]=[CH:18][CH:19]=2)[N:12]=[CH:13][C:14]=1[C:15]([NH2:16])=[O:21], predict the reactants needed to synthesize it. The reactants are: [CH3:1][CH:2]1[CH2:7][CH2:6][CH2:5][CH2:4][CH:3]1[NH:8][C:9]1[C:10]2[N:11]([CH:17]=[CH:18][CH:19]=2)[N:12]=[CH:13][C:14]=1[C:15]#[N:16].[NH4+].[OH-:21].OO. (5) The reactants are: [CH3:1][N:2]1[C:6]([C:7]2[CH:8]=[CH:9][C:10]([NH:13][C:14]([C:16]3[C:21]([F:22])=[CH:20][CH:19]=[C:18]([F:23])[C:17]=3[F:24])=O)=[N:11][CH:12]=2)=[CH:5][C:4]([C:25]([F:28])([F:27])[F:26])=[N:3]1.Cl.C(OCC)(=O)C. Given the product [CH3:1][N:2]1[C:6]([C:7]2[CH:8]=[CH:9][C:10]([NH:13][CH2:14][C:16]3[C:21]([F:22])=[CH:20][CH:19]=[C:18]([F:23])[C:17]=3[F:24])=[N:11][CH:12]=2)=[CH:5][C:4]([C:25]([F:28])([F:26])[F:27])=[N:3]1, predict the reactants needed to synthesize it. (6) Given the product [Si:1]([O:18][CH:19]1[CH2:20][N:21]([C:23]2[O:24][CH:25]=[C:26]([C:28]([N:36]3[CH2:37][CH:34]([O:33][CH3:32])[CH2:35]3)=[O:29])[N:27]=2)[CH2:22]1)([C:14]([CH3:15])([CH3:16])[CH3:17])([C:2]1[CH:7]=[CH:6][CH:5]=[CH:4][CH:3]=1)[C:8]1[CH:9]=[CH:10][CH:11]=[CH:12][CH:13]=1, predict the reactants needed to synthesize it. The reactants are: [Si:1]([O:18][CH:19]1[CH2:22][N:21]([C:23]2[O:24][CH:25]=[C:26]([C:28](OC)=[O:29])[N:27]=2)[CH2:20]1)([C:14]([CH3:17])([CH3:16])[CH3:15])([C:8]1[CH:13]=[CH:12][CH:11]=[CH:10][CH:9]=1)[C:2]1[CH:7]=[CH:6][CH:5]=[CH:4][CH:3]=1.[CH3:32][O:33][CH:34]1[CH2:37][NH:36][CH2:35]1.C[Al](C)C.C(O)(=O)C. (7) Given the product [CH3:25][O:26][C:27]1[CH:32]=[CH:31][C:30]([C:13]2[S:12][C:11]([CH3:16])=[C:10]([Br:9])[CH:14]=2)=[CH:29][CH:28]=1, predict the reactants needed to synthesize it. The reactants are: CC1SC=CC=1.BrBr.[Br:9][C:10]1[CH:14]=[C:13](Br)[S:12][C:11]=1[CH3:16].CC1(C)C(C)(C)OB([CH2:25][O:26][C:27]2[CH:32]=[CH:31][CH:30]=[CH:29][CH:28]=2)O1.C(OB1OC(C)(C)C(C)(C)O1)(C)C.BrC1C=CC(OC)=CC=1. (8) Given the product [C@H:1]12[CH2:26][C@H:4]([N:5]([CH2:7][C:8]3[N:12]([C:13]4[CH:14]=[C:15]([CH:19]=[C:20]([C:22]([F:23])([F:25])[F:24])[CH:21]=4)[C:16]#[N:18])[N:11]=[N:10][N:9]=3)[CH2:6]1)[CH2:3][O:2]2, predict the reactants needed to synthesize it. The reactants are: [C@H:1]12[CH2:26][C@H:4]([N:5]([CH2:7][C:8]3[N:12]([C:13]4[CH:14]=[C:15]([CH:19]=[C:20]([C:22]([F:25])([F:24])[F:23])[CH:21]=4)[C:16]([NH2:18])=O)[N:11]=[N:10][N:9]=3)[CH2:6]1)[CH2:3][O:2]2.C(N(CC)CC)C.FC(F)(F)C(OC(=O)C(F)(F)F)=O.